Dataset: Full USPTO retrosynthesis dataset with 1.9M reactions from patents (1976-2016). Task: Predict the reactants needed to synthesize the given product. (1) Given the product [CH2:1]([C:3]1[C:4]([C:38]([OH:40])=[O:39])=[N:5][C:6]([C:9]2[CH:14]=[CH:13][C:12]([O:15][CH3:16])=[C:11]([CH:17]3[C:30]4[C:29](=[O:31])[CH2:28][C:27]([CH3:32])([CH3:33])[CH2:26][C:25]=4[O:24][C:23]4[CH2:22][C:21]([CH3:34])([CH3:35])[CH2:20][C:19](=[O:36])[C:18]3=4)[C:10]=2[CH3:37])=[CH:7][CH:8]=1)[CH3:2], predict the reactants needed to synthesize it. The reactants are: [C:1]([C:3]1[C:4]([C:38]([OH:40])=[O:39])=[N:5][C:6]([C:9]2[CH:14]=[CH:13][C:12]([O:15][CH3:16])=[C:11]([CH:17]3[C:30]4[C:29](=[O:31])[CH2:28][C:27]([CH3:33])([CH3:32])[CH2:26][C:25]=4[O:24][C:23]4[CH2:22][C:21]([CH3:35])([CH3:34])[CH2:20][C:19](=[O:36])[C:18]3=4)[C:10]=2[CH3:37])=[CH:7][CH:8]=1)#[CH:2].[H][H].ClCCl. (2) Given the product [S:15]1[CH:16]=[CH:17][CH:18]=[C:14]1[C:23]1[N:22]=[N:21][C:20]([Cl:19])=[CH:25][CH:24]=1, predict the reactants needed to synthesize it. The reactants are: C([Sn]([C:14]1[S:15][CH:16]=[CH:17][CH:18]=1)(CCCC)CCCC)CCC.[Cl:19][C:20]1[N:21]=[N:22][C:23](Cl)=[CH:24][CH:25]=1.